Regression. Given a peptide amino acid sequence and an MHC pseudo amino acid sequence, predict their binding affinity value. This is MHC class I binding data. From a dataset of Peptide-MHC class I binding affinity with 185,985 pairs from IEDB/IMGT. (1) The peptide sequence is RVERIKSEY. The MHC is HLA-A80:01 with pseudo-sequence HLA-A80:01. The binding affinity (normalized) is 0.674. (2) The binding affinity (normalized) is 0. The peptide sequence is SGALDTTSY. The MHC is HLA-A23:01 with pseudo-sequence HLA-A23:01. (3) The peptide sequence is DFRNRYEDY. The MHC is HLA-A33:01 with pseudo-sequence HLA-A33:01. The binding affinity (normalized) is 0.578. (4) The peptide sequence is KEEQDQQYI. The MHC is HLA-B44:02 with pseudo-sequence HLA-B44:02. The binding affinity (normalized) is 0.608. (5) The peptide sequence is CPAEIVDTV. The MHC is HLA-B53:01 with pseudo-sequence HLA-B53:01. The binding affinity (normalized) is 0.557. (6) The peptide sequence is FIHMVRCCK. The MHC is HLA-A11:01 with pseudo-sequence HLA-A11:01. The binding affinity (normalized) is 0.297. (7) The peptide sequence is KPFNNILNL. The binding affinity (normalized) is 0.00160. The MHC is HLA-B54:01 with pseudo-sequence HLA-B54:01.